From a dataset of Peptide-MHC class I binding affinity with 185,985 pairs from IEDB/IMGT. Regression. Given a peptide amino acid sequence and an MHC pseudo amino acid sequence, predict their binding affinity value. This is MHC class I binding data. (1) The peptide sequence is GLYRLNFRR. The MHC is HLA-A69:01 with pseudo-sequence HLA-A69:01. The binding affinity (normalized) is 0.0847. (2) The peptide sequence is RVIPPSLLR. The MHC is HLA-A03:01 with pseudo-sequence HLA-A03:01. The binding affinity (normalized) is 0.310. (3) The peptide sequence is NTIEELSGY. The MHC is HLA-B40:01 with pseudo-sequence HLA-B40:01. The binding affinity (normalized) is 0.0847.